This data is from Forward reaction prediction with 1.9M reactions from USPTO patents (1976-2016). The task is: Predict the product of the given reaction. (1) Given the reactants Br[C:2]1[CH:3]=[N:4][CH:5]=[CH:6][CH:7]=1.C[O:9][C:10]1[CH:11]=[C:12](B(O)O)[CH:13]=[CH:14][CH:15]=1.C(=O)([O-])[O-].[Na+].[Na+], predict the reaction product. The product is: [N:4]1[CH:5]=[CH:6][CH:7]=[C:2]([C:14]2[CH:15]=[C:10]([OH:9])[CH:11]=[CH:12][CH:13]=2)[CH:3]=1. (2) Given the reactants [Br:1][C:2]1[C:11]([CH3:12])=[CH:10][C:5]([O:6][CH2:7][CH2:8][NH2:9])=[CH:4][C:3]=1[CH3:13].C(N(CC)CC)C.[CH3:21][S:22](Cl)(=[O:24])=[O:23], predict the reaction product. The product is: [Br:1][C:2]1[C:11]([CH3:12])=[CH:10][C:5]([O:6][CH2:7][CH2:8][NH:9][S:22]([CH3:21])(=[O:24])=[O:23])=[CH:4][C:3]=1[CH3:13]. (3) The product is: [ClH:1].[CH3:2][O:3][C:4]1[CH:5]=[C:6](/[C:12](=[CH:15]/[C:16]2[S:17][C:18]([N:21]([CH2:23][CH2:24][N:25]([CH3:27])[CH3:26])[CH3:22])=[CH:19][CH:20]=2)/[C:13]#[N:14])[CH:7]=[CH:8][C:9]=1[O:10][CH3:11]. Given the reactants [ClH:1].[CH3:2][O:3][C:4]1[CH:5]=[C:6](/[C:12](=[CH:15]/[C:16]2[S:17][C:18]([N:21]([CH2:23][CH2:24][N:25]([CH3:27])[CH3:26])[CH3:22])=[CH:19][CH:20]=2)/[C:13]#[N:14])[CH:7]=[CH:8][C:9]=1[O:10][CH3:11], predict the reaction product. (4) Given the reactants Cl.[CH2:2]([NH:4][C:5](=[O:8])[CH2:6][NH2:7])[CH3:3].[OH-].[Na+].[CH3:11][C:12]([CH:14]=O)=O.[Cl-].[Na+], predict the reaction product. The product is: [CH2:2]([N:4]1[CH:11]=[C:12]([CH3:14])[N:7]=[CH:6][C:5]1=[O:8])[CH3:3]. (5) Given the reactants [F:1][C:2]1[C:7]([C:8]([NH2:10])=[O:9])=[C:6]([NH:11][C:12](=O)C(C)(C)C)[C:5]([O:18][CH3:19])=[C:4]([F:20])[C:3]=1[C:21]1[CH:26]=[CH:25][CH:24]=[CH:23][CH:22]=1.C1(C)C=CC(S(O)(=O)=O)=CC=1, predict the reaction product. The product is: [F:1][C:2]1[C:3]([C:21]2[CH:26]=[CH:25][CH:24]=[CH:23][CH:22]=2)=[C:4]([F:20])[C:5]([O:18][CH3:19])=[C:6]2[C:7]=1[C:8](=[O:9])[NH:10][CH:12]=[N:11]2.